Dataset: Full USPTO retrosynthesis dataset with 1.9M reactions from patents (1976-2016). Task: Predict the reactants needed to synthesize the given product. (1) Given the product [Cl:38][C:35]1[CH:36]=[CH:37][C:32]([CH:30]([O:29][C:27]([NH:26][C:25]2[CH:24]=[C:23]([F:40])[S:22][C:21]=2[C:18]2[CH:19]=[CH:20][C:15]([C:12]3[CH:13]=[CH:14][C:9]([C:6]4([C:4]([OH:5])=[O:3])[CH2:8][CH2:7]4)=[CH:10][CH:11]=3)=[CH:16][CH:17]=2)=[O:28])[CH3:31])=[C:33]([F:39])[CH:34]=1, predict the reactants needed to synthesize it. The reactants are: C([O:3][C:4]([C:6]1([C:9]2[CH:14]=[CH:13][C:12]([C:15]3[CH:20]=[CH:19][C:18]([C:21]4[S:22][C:23]([F:40])=[CH:24][C:25]=4[NH:26][C:27]([O:29][CH:30]([C:32]4[CH:37]=[CH:36][C:35]([Cl:38])=[CH:34][C:33]=4[F:39])[CH3:31])=[O:28])=[CH:17][CH:16]=3)=[CH:11][CH:10]=2)[CH2:8][CH2:7]1)=[O:5])C.[OH-].[Na+].Cl. (2) Given the product [C:48]1([N:7]([C:1]2[CH:2]=[CH:3][CH:4]=[CH:5][CH:6]=2)[C:8]2[CH:13]=[CH:12][C:11]([C:14]3[S:18][C:17]([C:19]4[S:23][C:22]([C:24]5[S:28][C:27]([C:29]6[S:30][C:31]([CH:40]=[C:62]7[C:63](=[O:64])[N:58]([CH2:57][CH:56]([CH2:54][CH3:55])[CH2:69][CH2:70][CH2:71][CH3:72])[C:59](=[O:68])[C:60]([C:66]#[N:67])=[C:61]7[CH3:65])=[CH:32][C:33]=6[CH2:34][CH2:35][CH2:36][CH2:37][CH2:38][CH3:39])=[CH:26][CH:25]=5)=[CH:21][CH:20]=4)=[C:16]([CH2:42][CH2:43][CH2:44][CH2:45][CH2:46][CH3:47])[CH:15]=3)=[CH:10][CH:9]=2)[CH:49]=[CH:50][CH:51]=[CH:52][CH:53]=1, predict the reactants needed to synthesize it. The reactants are: [C:1]1([N:7]([C:48]2[CH:53]=[CH:52][CH:51]=[CH:50][CH:49]=2)[C:8]2[CH:13]=[CH:12][C:11]([C:14]3[S:18][C:17]([C:19]4[S:23][C:22]([C:24]5[S:28][C:27]([C:29]6[S:30][C:31]([CH:40]=O)=[CH:32][C:33]=6[CH2:34][CH2:35][CH2:36][CH2:37][CH2:38][CH3:39])=[CH:26][CH:25]=5)=[CH:21][CH:20]=4)=[C:16]([CH2:42][CH2:43][CH2:44][CH2:45][CH2:46][CH3:47])[CH:15]=3)=[CH:10][CH:9]=2)[CH:6]=[CH:5][CH:4]=[CH:3][CH:2]=1.[CH2:54]([CH:56]([CH2:69][CH2:70][CH2:71][CH3:72])[CH2:57][N:58]1[C:63](=[O:64])[CH2:62][C:61]([CH3:65])=[C:60]([C:66]#[N:67])[C:59]1=[O:68])[CH3:55].ClCCl.N1C=CC=CC=1. (3) Given the product [F:19][C:20]1[CH:27]=[CH:26][C:23]([CH2:24][N:6]2[C:5](=[O:18])[C:4]([C:1](=[O:3])[CH3:2])=[CH:9][N:8]([CH2:10][C:11]3[CH:16]=[CH:15][CH:14]=[CH:13][CH:12]=3)[C:7]2=[O:17])=[CH:22][CH:21]=1, predict the reactants needed to synthesize it. The reactants are: [C:1]([C:4]1[C:5](=[O:18])[NH:6][C:7](=[O:17])[N:8]([CH2:10][C:11]2[CH:16]=[CH:15][CH:14]=[CH:13][CH:12]=2)[CH:9]=1)(=[O:3])[CH3:2].[F:19][C:20]1[CH:27]=[CH:26][C:23]([CH2:24]Br)=[CH:22][CH:21]=1.C(=O)([O-])[O-].[K+].[K+]. (4) Given the product [Br:1][C:2]1[CH:7]=[C:6]([F:8])[CH:5]=[CH:4][C:3]=1[CH2:9][CH2:10][OH:11], predict the reactants needed to synthesize it. The reactants are: [Br:1][C:2]1[CH:7]=[C:6]([F:8])[CH:5]=[CH:4][C:3]=1[CH2:9][C:10](O)=[O:11].B.C1COCC1.Cl. (5) Given the product [NH2:1][C:4]1[CH:9]=[CH:8][N:7]=[C:6]([C:10]([NH2:12])=[O:11])[CH:5]=1, predict the reactants needed to synthesize it. The reactants are: [N+:1]([C:4]1[CH:9]=[CH:8][N:7]=[C:6]([C:10]([NH2:12])=[O:11])[CH:5]=1)([O-])=O.[H][H]. (6) Given the product [N:1]([C@@H:4]1[CH2:8][CH2:7][N:6]([C:9](=[O:29])[C@@H:10]([NH:15][C:16](=[O:28])[C@@H:17]([N:19]([C:21]([O:23][C:24]([CH3:25])([CH3:26])[CH3:27])=[O:22])[CH3:20])[CH3:18])[C:11]([CH3:12])([CH3:14])[CH3:13])[C@@H:5]1[C:30]([NH:32][C@@H:33]([CH2:38][C:39]1[CH:48]=[CH:47][C:46]2[C:41](=[CH:42][CH:43]=[CH:44][CH:45]=2)[CH:40]=1)[C:34]([OH:36])=[O:35])=[O:31])=[N+:2]=[N-:3], predict the reactants needed to synthesize it. The reactants are: [N:1]([C@@H:4]1[CH2:8][CH2:7][N:6]([C:9](=[O:29])[C@@H:10]([NH:15][C:16](=[O:28])[C@@H:17]([N:19]([C:21]([O:23][C:24]([CH3:27])([CH3:26])[CH3:25])=[O:22])[CH3:20])[CH3:18])[C:11]([CH3:14])([CH3:13])[CH3:12])[C@@H:5]1[C:30]([NH:32][C@@H:33]([CH2:38][C:39]1[CH:48]=[CH:47][C:46]2[C:41](=[CH:42][CH:43]=[CH:44][CH:45]=2)[CH:40]=1)[C:34]([O:36]C)=[O:35])=[O:31])=[N+:2]=[N-:3].[Li+].[OH-].Cl.